Dataset: CYP2D6 inhibition data for predicting drug metabolism from PubChem BioAssay. Task: Regression/Classification. Given a drug SMILES string, predict its absorption, distribution, metabolism, or excretion properties. Task type varies by dataset: regression for continuous measurements (e.g., permeability, clearance, half-life) or binary classification for categorical outcomes (e.g., BBB penetration, CYP inhibition). Dataset: cyp2d6_veith. (1) The result is 0 (non-inhibitor). The drug is NC(N)=N/N=C\c1ccc(O)c(C(=O)O)c1. (2) The compound is CCN(CC(=O)O)C(=O)c1cccnc1. The result is 0 (non-inhibitor). (3) The result is 0 (non-inhibitor). The molecule is c1ccc(Cc2nnc(Sc3ccccc3)c3ccccc23)cc1. (4) The molecule is CC(=O)c1cccc(NC(=S)NC(=O)CC(C)(C)C)c1. The result is 0 (non-inhibitor). (5) The molecule is O=c1c(-c2ccc(Cl)cc2)nc2cnc(N3CCOCC3)nc2n1CCc1ccccc1. The result is 0 (non-inhibitor). (6) The compound is O=C(CSCc1ccccc1)Nc1cccc(C(=O)Nc2ccccc2C(=O)O)c1. The result is 0 (non-inhibitor).